From a dataset of Full USPTO retrosynthesis dataset with 1.9M reactions from patents (1976-2016). Predict the reactants needed to synthesize the given product. (1) Given the product [ClH:1].[Cl:1][C:2]1[CH:7]=[CH:6][C:5]([CH:8]([CH3:38])[CH2:9][N:10]([CH2:23][CH2:24][CH2:25][O:26][C:27]2[CH2:28][C:29](=[CH:33][C:34]([OH:36])=[O:35])[CH:30]=[CH:31][CH:32]=2)[CH2:11][C:12]2[CH:17]=[CH:16][CH:15]=[C:14]([C:18]([F:20])([F:19])[F:21])[C:13]=2[Cl:22])=[CH:4][CH:3]=1, predict the reactants needed to synthesize it. The reactants are: [Cl:1][C:2]1[CH:7]=[CH:6][C:5]([CH:8]([CH3:38])[CH2:9][N:10]([CH2:23][CH2:24][CH2:25][O:26][C:27]2[CH2:28][C:29](=[CH:33][C:34]([O:36]C)=[O:35])[CH:30]=[CH:31][CH:32]=2)[CH2:11][C:12]2[CH:17]=[CH:16][CH:15]=[C:14]([C:18]([F:21])([F:20])[F:19])[C:13]=2[Cl:22])=[CH:4][CH:3]=1.ClC1C=CC=CC=1C(C)CN(CCCOC1CC(=CC(O)=O)C=CC=1)CC1C=CC=C(C(F)(F)F)C=1Cl. (2) Given the product [Cl:15][C:16]1[N:20]([CH3:21])[N:19]=[C:18]([CH:22]([F:24])[F:23])[C:17]=1[C:25](=[S:2])[NH:27][C:28]1[CH:36]=[CH:35][CH:34]=[C:33]2[C:29]=1[CH2:30][CH:31]([CH:39]([CH3:41])[CH3:40])[C:32]2([CH3:38])[CH3:37], predict the reactants needed to synthesize it. The reactants are: P12(SP3(SP(SP(S3)(S1)=S)(=S)S2)=S)=[S:2].[Cl:15][C:16]1[N:20]([CH3:21])[N:19]=[C:18]([CH:22]([F:24])[F:23])[C:17]=1[C:25]([NH:27][C:28]1[CH:36]=[CH:35][CH:34]=[C:33]2[C:29]=1[CH2:30][CH:31]([CH:39]([CH3:41])[CH3:40])[C:32]2([CH3:38])[CH3:37])=O. (3) The reactants are: Cl.[NH2:2][C:3]([NH2:5])=[NH2+:4].C(=O)([O-])[O-].[K+].[K+].[C:12]([C:20]1[C:28]2[C:23](=[CH:24][N:25]=[CH:26][CH:27]=2)[N:22](C(OC(C)(C)C)=O)[CH:21]=1)(=O)[C:13]#[C:14][CH2:15][CH2:16][CH2:17][CH3:18].[Cl-].[Na+]. Given the product [CH2:15]([C:14]1[CH:13]=[C:12]([C:20]2[C:28]3[C:23](=[CH:24][N:25]=[CH:26][CH:27]=3)[NH:22][CH:21]=2)[N:2]=[C:3]([NH2:5])[N:4]=1)[CH2:16][CH2:17][CH3:18], predict the reactants needed to synthesize it. (4) Given the product [CH3:40][O:37][C:36]([C:27]1[C:28]2[CH2:29][CH2:30][CH2:31][CH2:32][C:33]=2[CH:34]=[CH:35][C:26]=1[NH:25][S:22]([C:17]1[CH:18]=[CH:19][CH:20]=[CH:21][C:16]=1[NH:15][CH2:14][CH:11]1[CH2:12][CH2:13][N:8]([C:6]([O:5][C:1]([CH3:4])([CH3:2])[CH3:3])=[O:7])[CH2:9][CH2:10]1)(=[O:24])=[O:23])=[O:38], predict the reactants needed to synthesize it. The reactants are: [C:1]([O:5][C:6]([N:8]1[CH2:13][CH2:12][CH:11]([CH2:14][NH:15][C:16]2[CH:21]=[CH:20][CH:19]=[CH:18][C:17]=2[S:22]([NH:25][C:26]2[CH:35]=[CH:34][C:33]3[CH2:32][CH2:31][CH2:30][CH2:29][C:28]=3[C:27]=2[C:36]([OH:38])=[O:37])(=[O:24])=[O:23])[CH2:10][CH2:9]1)=[O:7])([CH3:4])([CH3:3])[CH3:2].[Si](C=[N+]=[N-])(C)(C)[CH3:40]. (5) Given the product [C:8]([C:5]1[N:4]=[CH:3][C:2]([B:12]2[O:16][C:15]([CH3:18])([CH3:17])[C:14]([CH3:20])([CH3:19])[O:13]2)=[CH:7][N:6]=1)([CH3:11])([CH3:10])[CH3:9], predict the reactants needed to synthesize it. The reactants are: Br[C:2]1[CH:3]=[N:4][C:5]([C:8]([CH3:11])([CH3:10])[CH3:9])=[N:6][CH:7]=1.[B:12]1([B:12]2[O:16][C:15]([CH3:18])([CH3:17])[C:14]([CH3:20])([CH3:19])[O:13]2)[O:16][C:15]([CH3:18])([CH3:17])[C:14]([CH3:20])([CH3:19])[O:13]1.C([O-])(=O)C.[K+]. (6) Given the product [Br:1][C:2]1[CH:3]=[C:4]2[N:10]([C:16]([O:18][C:19]([CH3:22])([CH3:21])[CH3:20])=[O:17])[CH2:9][C:8]3([CH2:15][CH2:14][O:13][CH2:12][CH2:11]3)[C:5]2=[N:6][CH:7]=1, predict the reactants needed to synthesize it. The reactants are: [Br:1][C:2]1[CH:3]=[C:4]2[NH:10][CH2:9][C:8]3([CH2:15][CH2:14][O:13][CH2:12][CH2:11]3)[C:5]2=[N:6][CH:7]=1.[C:16](O[C:16]([O:18][C:19]([CH3:22])([CH3:21])[CH3:20])=[O:17])([O:18][C:19]([CH3:22])([CH3:21])[CH3:20])=[O:17].C(N(CC)CC)C. (7) Given the product [Br:16][C:17]1[CH:18]=[C:19]([CH3:30])[C:20]([N:23]2[CH2:28][CH2:27][N:26]([C:6]3[CH:5]=[C:4]([C:9]4[CH:14]=[CH:13][C:12]([F:15])=[CH:11][CH:10]=4)[N:3]=[C:2]([Cl:1])[N:7]=3)[C@H:25]([CH3:29])[CH2:24]2)=[N:21][CH:22]=1, predict the reactants needed to synthesize it. The reactants are: [Cl:1][C:2]1[N:7]=[C:6](Cl)[CH:5]=[C:4]([C:9]2[CH:14]=[CH:13][C:12]([F:15])=[CH:11][CH:10]=2)[N:3]=1.[Br:16][C:17]1[CH:18]=[C:19]([CH3:30])[C:20]([N:23]2[CH2:28][CH2:27][NH:26][C@H:25]([CH3:29])[CH2:24]2)=[N:21][CH:22]=1.C([O-])([O-])=O.[K+].[K+]. (8) Given the product [CH2:1]([O:8][C:9](=[O:21])[NH:10][CH2:11][CH2:12][N:14]1[CH2:20][CH2:19][CH2:18][NH:17][CH2:16][CH2:15]1)[C:2]1[CH:7]=[CH:6][CH:5]=[CH:4][CH:3]=1, predict the reactants needed to synthesize it. The reactants are: [CH2:1]([O:8][C:9](=[O:21])[NH:10][CH2:11][C:12]([N:14]1[CH2:20][CH2:19][CH2:18][NH:17][CH2:16][CH2:15]1)=O)[C:2]1[CH:7]=[CH:6][CH:5]=[CH:4][CH:3]=1.[H-].[Al+3].[Li+].[H-].[H-].[H-].